From a dataset of NCI-60 drug combinations with 297,098 pairs across 59 cell lines. Regression. Given two drug SMILES strings and cell line genomic features, predict the synergy score measuring deviation from expected non-interaction effect. (1) Drug 1: C1=C(C(=O)NC(=O)N1)N(CCCl)CCCl. Drug 2: CCCCCOC(=O)NC1=NC(=O)N(C=C1F)C2C(C(C(O2)C)O)O. Cell line: HOP-62. Synergy scores: CSS=45.0, Synergy_ZIP=4.34, Synergy_Bliss=6.61, Synergy_Loewe=-23.9, Synergy_HSA=4.47. (2) Drug 1: CC(C1=C(C=CC(=C1Cl)F)Cl)OC2=C(N=CC(=C2)C3=CN(N=C3)C4CCNCC4)N. Drug 2: C1CN(CCN1C(=O)CCBr)C(=O)CCBr. Cell line: SK-OV-3. Synergy scores: CSS=6.32, Synergy_ZIP=-1.95, Synergy_Bliss=0.625, Synergy_Loewe=-0.398, Synergy_HSA=0.788. (3) Drug 1: CC12CCC(CC1=CCC3C2CCC4(C3CC=C4C5=CN=CC=C5)C)O. Drug 2: B(C(CC(C)C)NC(=O)C(CC1=CC=CC=C1)NC(=O)C2=NC=CN=C2)(O)O. Cell line: SNB-75. Synergy scores: CSS=1.06, Synergy_ZIP=-0.217, Synergy_Bliss=0.554, Synergy_Loewe=0.121, Synergy_HSA=-0.0954.